Dataset: Full USPTO retrosynthesis dataset with 1.9M reactions from patents (1976-2016). Task: Predict the reactants needed to synthesize the given product. Given the product [Cl:35][C:3]1[CH:4]=[C:5]2[C:9](=[CH:10][CH:2]=1)[NH:8][CH:7]=[C:6]2[C:11]([C:13]1[C:14]([NH:19][CH2:20][CH2:24][C:23]2[CH:34]=[CH:26][CH:27]=[CH:21][CH:22]=2)=[N:15][CH:16]=[CH:17][CH:18]=1)=[O:12], predict the reactants needed to synthesize it. The reactants are: Cl[C:2]1[CH:10]=[C:9]2[C:5]([C:6]([C:11]([C:13]3[C:14]([NH:19][CH:20]4[CH2:24][CH2:23][CH2:22][CH2:21]4)=[N:15][CH:16]=[CH:17][CH:18]=3)=[O:12])=[CH:7][NH:8]2)=[CH:4][CH:3]=1.Cl[C:26]1[CH:34]=C2C(C=CN2)=C[CH:27]=1.[Cl:35]C1C=C2C(=CC=1)NC=C2.C1(N)CCCC1.C(N)CC1C=CC=CC=1.